Dataset: Full USPTO retrosynthesis dataset with 1.9M reactions from patents (1976-2016). Task: Predict the reactants needed to synthesize the given product. (1) Given the product [ClH:1].[ClH:33].[Cl:1][C:2]1[CH:3]=[CH:4][C:5]([CH2:6][N:7]2[CH2:11][CH2:10][C@@H:9]([NH:12][C:13]3[N:14]=[CH:15][C:16](/[CH:19]=[CH:20]/[C:21]([NH:23][OH:24])=[O:22])=[N:17][CH:18]=3)[CH2:8]2)=[CH:31][CH:32]=1, predict the reactants needed to synthesize it. The reactants are: [Cl:1][C:2]1[CH:32]=[CH:31][C:5]([CH2:6][N:7]2[CH2:11][CH2:10][C@@H:9]([NH:12][C:13]3[N:14]=[CH:15][C:16](/[CH:19]=[CH:20]/[C:21]([NH:23][O:24]C4CCCCO4)=[O:22])=[N:17][CH:18]=3)[CH2:8]2)=[CH:4][CH:3]=1.[ClH:33]. (2) Given the product [N:1]1[CH:2]=[N:3][N:4]2[CH:9]=[CH:8][C:7]([O:10][C:11]3[CH:19]=[CH:18][C:14]([NH2:24])=[C:13]([F:20])[C:12]=3[Cl:21])=[CH:6][C:5]=12, predict the reactants needed to synthesize it. The reactants are: [N:1]1[CH:2]=[N:3][N:4]2[CH:9]=[CH:8][C:7]([O:10][C:11]3[CH:19]=[CH:18][C:14](C(O)=O)=[C:13]([F:20])[C:12]=3[Cl:21])=[CH:6][C:5]=12.C([N:24](CC)CC)C.C1(P(N=[N+]=[N-])(C2C=CC=CC=2)=O)C=CC=CC=1.O. (3) Given the product [F:24][C:21]1[CH:22]=[CH:23][C:18]([C:6]2[C:7]([C:8]3[CH:9]=[C:10]([S:14]([NH2:17])(=[O:16])=[O:15])[CH:11]=[CH:12][CH:13]=3)=[C:2]([N:29]3[CH2:34][CH2:33][NH:32][CH2:31][CH2:30]3)[N:3]=[C:4]([C:25]([F:28])([F:27])[F:26])[N:5]=2)=[CH:19][CH:20]=1, predict the reactants needed to synthesize it. The reactants are: Cl[C:2]1[C:7]([C:8]2[CH:9]=[C:10]([S:14]([NH2:17])(=[O:16])=[O:15])[CH:11]=[CH:12][CH:13]=2)=[C:6]([C:18]2[CH:23]=[CH:22][C:21]([F:24])=[CH:20][CH:19]=2)[N:5]=[C:4]([C:25]([F:28])([F:27])[F:26])[N:3]=1.[NH:29]1[CH2:34][CH2:33][NH:32][CH2:31][CH2:30]1. (4) Given the product [CH2:1]([N:8]1[C:17](=[O:18])[C:16]2[C:11](=[CH:12][C:13]([Cl:19])=[CH:14][CH:15]=2)[N:10]=[C:9]1[CH:20]([N:24]1[CH:34]=[C:35]([CH2:36][CH2:37][N:38]2[C:46](=[O:47])[C:45]3[C:40](=[CH:41][CH:42]=[CH:43][CH:44]=3)[C:39]2=[O:48])[N:54]=[C:25]1[C:26]1[CH:27]=[CH:28][C:29]([CH3:32])=[CH:30][CH:31]=1)[CH:21]([CH3:23])[CH3:22])[C:2]1[CH:3]=[CH:4][CH:5]=[CH:6][CH:7]=1, predict the reactants needed to synthesize it. The reactants are: [CH2:1]([N:8]1[C:17](=[O:18])[C:16]2[C:11](=[CH:12][C:13]([Cl:19])=[CH:14][CH:15]=2)[N:10]=[C:9]1[CH:20]([N:24]([CH2:34][C:35](=O)[CH2:36][CH2:37][N:38]1[C:46](=[O:47])[C:45]2[C:40](=[CH:41][CH:42]=[CH:43][CH:44]=2)[C:39]1=[O:48])[C:25](=O)[C:26]1[CH:31]=[CH:30][C:29]([CH3:32])=[CH:28][CH:27]=1)[CH:21]([CH3:23])[CH3:22])[C:2]1[CH:7]=[CH:6][CH:5]=[CH:4][CH:3]=1.C([O-])(=O)C.[NH4+:54]. (5) Given the product [F:1][C:2]([F:30])([F:29])[C:3]1[CH:4]=[C:5]([CH:22]=[C:23]([C:25]([F:28])([F:27])[F:26])[CH:24]=1)[CH2:6][CH:7]1[C:12]2[C:13](=[O:21])[N:14]([C:33]3[CH:34]=[CH:35][CH:36]=[CH:37][C:32]=3[CH3:31])[CH:15]=[C:16]([S:18][CH3:19])[O:17][C:11]=2[NH:10][CH2:9][NH:8]1, predict the reactants needed to synthesize it. The reactants are: [F:1][C:2]([F:30])([F:29])[C:3]1[CH:4]=[C:5]([CH:22]=[C:23]([C:25]([F:28])([F:27])[F:26])[CH:24]=1)[CH2:6][CH:7]1[C:12]2[C:13](=[O:21])[N:14](Cl)[CH:15]=[C:16]([S:18][CH3:19])[O:17][C:11]=2[NH:10][CH2:9][NH:8]1.[CH3:31][C:32]1[CH:37]=[CH:36][CH:35]=[CH:34][C:33]=1B(O)O. (6) Given the product [CH:1]1([N:8]2[C:16]3[C:11](=[CH:12][C:13]([CH:17]([C:24]4[CH:29]=[CH:28][CH:27]=[CH:26][CH:25]=4)[C:18]([CH3:23])([CH3:22])[CH2:19][NH2:30])=[CH:14][CH:15]=3)[CH:10]=[N:9]2)[CH2:7][CH2:6][CH2:5][CH2:4][CH2:3][CH2:2]1, predict the reactants needed to synthesize it. The reactants are: [CH:1]1([N:8]2[C:16]3[C:11](=[CH:12][C:13]([CH:17]([C:24]4[CH:29]=[CH:28][CH:27]=[CH:26][CH:25]=4)[C:18]([CH3:23])([CH3:22])[C:19](O)=O)=[CH:14][CH:15]=3)[CH:10]=[N:9]2)[CH2:7][CH2:6][CH2:5][CH2:4][CH2:3][CH2:2]1.[N:30]1C=CC=CC=1.N1C(F)=NC(F)=NC=1F.[H-].[H-].[H-].[H-].[Li+].[Al+3]. (7) The reactants are: [NH2:1][CH2:2][CH:3]([CH:5]1[CH2:9][CH2:8][CH2:7][O:6]1)[OH:4].[ClH:10]. Given the product [ClH:10].[NH2:1][CH2:2][CH:3]([CH:5]1[CH2:9][CH2:8][CH2:7][O:6]1)[OH:4], predict the reactants needed to synthesize it.